This data is from Acute oral toxicity (LD50) regression data from Zhu et al.. The task is: Regression/Classification. Given a drug SMILES string, predict its toxicity properties. Task type varies by dataset: regression for continuous values (e.g., LD50, hERG inhibition percentage) or binary classification for toxic/non-toxic outcomes (e.g., AMES mutagenicity, cardiotoxicity, hepatotoxicity). Dataset: ld50_zhu. The molecule is C=COC(=O)c1ccccc1. The rat oral LD50 is 1.66, given as -log10 of the dose in mol/kg body weight (higher means more acutely toxic).